This data is from NCI-60 drug combinations with 297,098 pairs across 59 cell lines. The task is: Regression. Given two drug SMILES strings and cell line genomic features, predict the synergy score measuring deviation from expected non-interaction effect. (1) Drug 1: CN1CCC(CC1)COC2=C(C=C3C(=C2)N=CN=C3NC4=C(C=C(C=C4)Br)F)OC. Drug 2: CS(=O)(=O)C1=CC(=C(C=C1)C(=O)NC2=CC(=C(C=C2)Cl)C3=CC=CC=N3)Cl. Cell line: COLO 205. Synergy scores: CSS=-1.27, Synergy_ZIP=5.50, Synergy_Bliss=5.90, Synergy_Loewe=-7.08, Synergy_HSA=-4.43. (2) Drug 1: CC1C(C(CC(O1)OC2CC(CC3=C2C(=C4C(=C3O)C(=O)C5=C(C4=O)C(=CC=C5)OC)O)(C(=O)C)O)N)O.Cl. Drug 2: C1CN1P(=S)(N2CC2)N3CC3. Cell line: SK-MEL-28. Synergy scores: CSS=9.88, Synergy_ZIP=-2.16, Synergy_Bliss=0.925, Synergy_Loewe=-14.4, Synergy_HSA=-0.365. (3) Drug 1: C1=CC(=C2C(=C1NCCNCCO)C(=O)C3=C(C=CC(=C3C2=O)O)O)NCCNCCO. Drug 2: C1CNP(=O)(OC1)N(CCCl)CCCl. Cell line: A549. Synergy scores: CSS=43.2, Synergy_ZIP=1.49, Synergy_Bliss=0.145, Synergy_Loewe=-33.7, Synergy_HSA=0.697. (4) Drug 1: CN1CCC(CC1)COC2=C(C=C3C(=C2)N=CN=C3NC4=C(C=C(C=C4)Br)F)OC. Drug 2: C1CCC(C1)C(CC#N)N2C=C(C=N2)C3=C4C=CNC4=NC=N3. Cell line: MOLT-4. Synergy scores: CSS=19.0, Synergy_ZIP=-0.442, Synergy_Bliss=9.92, Synergy_Loewe=8.51, Synergy_HSA=10.0. (5) Drug 1: CC1=C2C(C(=O)C3(C(CC4C(C3C(C(C2(C)C)(CC1OC(=O)C(C(C5=CC=CC=C5)NC(=O)OC(C)(C)C)O)O)OC(=O)C6=CC=CC=C6)(CO4)OC(=O)C)O)C)O. Drug 2: CCN(CC)CCCC(C)NC1=C2C=C(C=CC2=NC3=C1C=CC(=C3)Cl)OC. Cell line: PC-3. Synergy scores: CSS=17.5, Synergy_ZIP=-0.813, Synergy_Bliss=1.32, Synergy_Loewe=1.05, Synergy_HSA=2.53. (6) Drug 1: CC1OCC2C(O1)C(C(C(O2)OC3C4COC(=O)C4C(C5=CC6=C(C=C35)OCO6)C7=CC(=C(C(=C7)OC)O)OC)O)O. Drug 2: C1=NNC2=C1C(=O)NC=N2. Cell line: SK-MEL-5. Synergy scores: CSS=15.2, Synergy_ZIP=-7.83, Synergy_Bliss=2.44, Synergy_Loewe=-18.8, Synergy_HSA=-1.51. (7) Drug 1: CC1=C2C(C(=O)C3(C(CC4C(C3C(C(C2(C)C)(CC1OC(=O)C(C(C5=CC=CC=C5)NC(=O)C6=CC=CC=C6)O)O)OC(=O)C7=CC=CC=C7)(CO4)OC(=O)C)O)C)OC(=O)C. Drug 2: CC1=C(C(=CC=C1)Cl)NC(=O)C2=CN=C(S2)NC3=CC(=NC(=N3)C)N4CCN(CC4)CCO. Cell line: UO-31. Synergy scores: CSS=9.99, Synergy_ZIP=-2.58, Synergy_Bliss=3.07, Synergy_Loewe=4.66, Synergy_HSA=4.93.